From a dataset of Forward reaction prediction with 1.9M reactions from USPTO patents (1976-2016). Predict the product of the given reaction. (1) Given the reactants [OH:1][C:2]1[CH:21]=[CH:20][C:5]2[CH:6]=[C:7](/[CH:9]=[CH:10]/[C:11]3[CH:16]=[CH:15][C:14]([N:17]([CH3:19])[CH3:18])=[CH:13][CH:12]=3)[O:8][C:4]=2[CH:3]=1.C1(P([C:35]2[CH:40]=CC=CC=2)C2C=CC=CC=2)C=CC=CC=1.[CH3:41][CH:42]([O:44][C:45](/[N:47]=[N:47]/[C:45]([O:44][CH:42](C)[CH3:41])=O)=O)C, predict the reaction product. The product is: [O:44]1[CH2:42][CH2:41][N:47]([CH2:40][CH2:35][O:1][C:2]2[CH:21]=[CH:20][C:5]3[CH:6]=[C:7](/[CH:9]=[CH:10]/[C:11]4[CH:16]=[CH:15][C:14]([N:17]([CH3:19])[CH3:18])=[CH:13][CH:12]=4)[O:8][C:4]=3[CH:3]=2)[CH2:45]1. (2) Given the reactants [O:1]1[C:5]2[CH:6]=[CH:7][CH:8]=[CH:9][C:4]=2[CH:3]=[C:2]1[C:10]1[CH:15]=[CH:14][CH:13]=[CH:12][C:11]=1[C:16]1[N:20]([CH3:21])[N:19]=[C:18]([C:22](O)=[O:23])[C:17]=1[CH3:25].[N:26]1([CH2:32][CH2:33][CH2:34][OH:35])[CH2:31][CH2:30][NH:29][CH2:28][CH2:27]1, predict the reaction product. The product is: [O:1]1[C:5]2[CH:6]=[CH:7][CH:8]=[CH:9][C:4]=2[CH:3]=[C:2]1[C:10]1[CH:15]=[CH:14][CH:13]=[CH:12][C:11]=1[C:16]1[N:20]([CH3:21])[N:19]=[C:18]([C:22]([N:29]2[CH2:30][CH2:31][N:26]([CH2:32][CH2:33][CH2:34][OH:35])[CH2:27][CH2:28]2)=[O:23])[C:17]=1[CH3:25]. (3) Given the reactants Br[C:2]1[S:14][C:13]2[C:12]3[CH:11]=[CH:10][CH:9]=[CH:8][C:7]=3[CH:6]([CH2:15][CH3:16])[N:5]([S:17]([C:20]3[CH:25]=[CH:24][C:23]([O:26][CH3:27])=[CH:22][CH:21]=3)(=[O:19])=[O:18])[C:4]=2[CH:3]=1.[S:28]1[CH:32]=[CH:31][C:30](B(O)O)=[CH:29]1.C(=O)([O-])[O-].[K+].[K+], predict the reaction product. The product is: [CH2:15]([CH:6]1[C:7]2[CH:8]=[CH:9][CH:10]=[CH:11][C:12]=2[C:13]2[S:14][C:2]([C:30]3[CH:31]=[CH:32][S:28][CH:29]=3)=[CH:3][C:4]=2[N:5]1[S:17]([C:20]1[CH:25]=[CH:24][C:23]([O:26][CH3:27])=[CH:22][CH:21]=1)(=[O:18])=[O:19])[CH3:16]. (4) Given the reactants [Si]([O:8][CH2:9][C:10]1([CH3:36])[S:16][CH2:15][CH2:14][N:13]2[C:17]([C:20]3([C:23]4[CH:28]=[CH:27][C:26]([C:29]5[CH:30]=[N:31][CH:32]=[CH:33][CH:34]=5)=[C:25]([F:35])[CH:24]=4)[CH2:22][CH2:21]3)=[N:18][N:19]=[C:12]2[CH2:11]1)(C(C)(C)C)(C)C.Cl, predict the reaction product. The product is: [F:35][C:25]1[CH:24]=[C:23]([C:20]2([C:17]3[N:13]4[CH2:14][CH2:15][S:16][C:10]([CH2:9][OH:8])([CH3:36])[CH2:11][C:12]4=[N:19][N:18]=3)[CH2:22][CH2:21]2)[CH:28]=[CH:27][C:26]=1[C:29]1[CH:30]=[N:31][CH:32]=[CH:33][CH:34]=1. (5) Given the reactants [NH2:1][C:2]1[N:6]([C:7]([C:9]2[CH:14]=[CH:13][C:12]([CH3:15])=[CH:11][CH:10]=2)=[O:8])[N:5]=[C:4]([NH:16][C:17]2[CH:22]=[CH:21][CH:20]=[C:19]([O:23]CC3C=CC=CC=3)[CH:18]=2)[N:3]=1.C1CCCCC=1, predict the reaction product. The product is: [NH2:1][C:2]1[N:6]([C:7]([C:9]2[CH:14]=[CH:13][C:12]([CH3:15])=[CH:11][CH:10]=2)=[O:8])[N:5]=[C:4]([NH:16][C:17]2[CH:22]=[CH:21][CH:20]=[C:19]([OH:23])[CH:18]=2)[N:3]=1. (6) Given the reactants [NH2:1][C:2]1[CH:7]=[CH:6][C:5]([CH:8]([CH2:17][CH:18]2[CH2:22][CH2:21][CH2:20][CH2:19]2)[C:9]([NH:11][C:12]2[S:13][CH:14]=[CH:15][N:16]=2)=[O:10])=[CH:4][CH:3]=1.[CH3:23][S:24](Cl)(=[O:26])=[O:25], predict the reaction product. The product is: [CH:18]1([CH2:17][CH:8]([C:5]2[CH:4]=[CH:3][C:2]([NH:1][S:24]([CH3:23])(=[O:26])=[O:25])=[CH:7][CH:6]=2)[C:9]([NH:11][C:12]2[S:13][CH:14]=[CH:15][N:16]=2)=[O:10])[CH2:22][CH2:21][CH2:20][CH2:19]1. (7) Given the reactants [Br:1][C:2]1[CH:16]=[C:15](/[CH:17]=[CH:18]/[CH:19]([C:24]2[CH:29]=[C:28]([Cl:30])[C:27]([Cl:31])=[C:26]([Cl:32])[CH:25]=2)[C:20]([F:23])([F:22])[F:21])[CH:14]=[CH:13][C:3]=1[C:4]([NH:6][CH:7]1[CH2:12][CH2:11][NH:10][CH2:9][CH2:8]1)=[O:5].[O:33]1[CH2:36][C:35](=O)[CH2:34]1.C(O)(=O)C.[BH3-]C#N.[Na+], predict the reaction product. The product is: [Br:1][C:2]1[CH:16]=[C:15](/[CH:17]=[CH:18]/[CH:19]([C:24]2[CH:25]=[C:26]([Cl:32])[C:27]([Cl:31])=[C:28]([Cl:30])[CH:29]=2)[C:20]([F:23])([F:21])[F:22])[CH:14]=[CH:13][C:3]=1[C:4]([NH:6][CH:7]1[CH2:12][CH2:11][N:10]([CH:35]2[CH2:36][O:33][CH2:34]2)[CH2:9][CH2:8]1)=[O:5]. (8) Given the reactants [SH:1][C:2]1[NH:3][C:4]2[CH:10]=[CH:9][CH:8]=[CH:7][C:5]=2[N:6]=1.C([O-])([O-])=O.[K+].[K+].Br[C:18]1[S:22][C:21]([CH:23]=[O:24])=[CH:20][CH:19]=1, predict the reaction product. The product is: [NH:3]1[C:4]2[CH:10]=[CH:9][CH:8]=[CH:7][C:5]=2[N:6]=[C:2]1[S:1][C:18]1[S:22][C:21]([CH:23]=[O:24])=[CH:20][CH:19]=1. (9) Given the reactants [F:1][C:2]([F:11])([F:10])[C:3]1[N:8]=[CH:7][C:6]([NH2:9])=[CH:5][CH:4]=1.[NH2:12][C:13]1[CH:21]=[CH:20][C:16]([C:17](O)=[O:18])=[CH:15][C:14]=1[N+:22]([O-:24])=[O:23].CN(C(ON1N=NC2C=CC=NC1=2)=[N+](C)C)C.F[P-](F)(F)(F)(F)F.CCN(CC)CC, predict the reaction product. The product is: [NH2:12][C:13]1[CH:21]=[CH:20][C:16]([C:17]([NH:9][C:6]2[CH:7]=[N:8][C:3]([C:2]([F:1])([F:10])[F:11])=[CH:4][CH:5]=2)=[O:18])=[CH:15][C:14]=1[N+:22]([O-:24])=[O:23]. (10) Given the reactants C([N:8]1[CH2:13][CH2:12][CH:11]([NH:14][CH:15]([CH2:18][OH:19])[CH2:16][OH:17])[CH2:10][CH2:9]1)C1C=CC=CC=1.[H][H], predict the reaction product. The product is: [OH:19][CH2:18][CH:15]([NH:14][CH:11]1[CH2:10][CH2:9][NH:8][CH2:13][CH2:12]1)[CH2:16][OH:17].